This data is from Tyrosyl-DNA phosphodiesterase HTS with 341,365 compounds. The task is: Binary Classification. Given a drug SMILES string, predict its activity (active/inactive) in a high-throughput screening assay against a specified biological target. (1) The compound is Clc1ccc(S(=O)(=O)N(c2ccc(OCC(=O)NCCc3ccc(OC)cc3)cc2)C)cc1. The result is 0 (inactive). (2) The molecule is S(CCC(NC(=O)COc1ccccc1)C(OCCOc1ccc(cc1)C)=O)C. The result is 0 (inactive). (3) The drug is S(c1n(CC2OCCC2)c(=O)c2oc3c(c2n1)cccc3)CC(=O)NCc1ccccc1. The result is 0 (inactive). (4) The molecule is s1c2ncnc(N(CC)CC(=O)Nc3cc(OC)ccc3)c2c(c1C)C. The result is 0 (inactive). (5) The compound is S(CC(=O)Nc1ccc(NC(=O)C)cc1)c1n(N)c(=O)c(nn1)C. The result is 0 (inactive). (6) The molecule is S1C=2N(CN(C1)Cc1ccccc1)C(=O)CC(C2C#N)c1cc2OCOc2cc1. The result is 0 (inactive). (7) The result is 0 (inactive). The molecule is Fc1ccc(CN2C(C(Oc3c(cccc3)C)C2=O)c2cc(OC)c(OC)c(OC)c2)cc1. (8) The molecule is S(c1c2c(n(CC(=O)N3CCOCC3)c1)cccc2)CC(=O)Nc1c(cc(cc1C)C)C. The result is 0 (inactive).